Predict the reaction yield, written as a fraction of the theoretical maximum amount of product (1.0 means a 100% yield; for example, 0.34 means a 34% yield). From a dataset of Reaction yield outcomes from USPTO patents with 853,638 reactions. (1) The product is [CH3:40][O:41][C:42](=[O:43])[NH:44][C@@H:45]([C:49]([CH3:51])([CH3:50])[CH3:52])[C:46](=[O:47])[NH:1][C@@H:2]([CH2:33][C:34]1[CH:35]=[CH:36][CH:37]=[CH:38][CH:39]=1)[C@@H:3]([OH:32])[CH2:4][C@H:5]([CH2:6][C:7]1[CH:12]=[CH:11][C:10]([C:13]2[CH:14]=[N:15][CH:16]=[CH:17][CH:18]=2)=[CH:9][CH:8]=1)[NH:19][C:20](=[O:31])[C@H:21]([C:27]([CH3:30])([CH3:29])[CH3:28])[NH:22][C:23](=[O:24])[O:25][CH3:26]. The catalyst is O1CCCC1. The yield is 0.370. The reactants are [NH2:1][C@@H:2]([CH2:33][C:34]1[CH:39]=[CH:38][CH:37]=[CH:36][CH:35]=1)[C@@H:3]([OH:32])[CH2:4][C@@H:5]([NH:19][C:20](=[O:31])[C@H:21]([C:27]([CH3:30])([CH3:29])[CH3:28])[NH:22][C:23]([O:25][CH3:26])=[O:24])[CH2:6][C:7]1[CH:12]=[CH:11][C:10]([C:13]2[CH:14]=[N:15][CH:16]=[CH:17][CH:18]=2)=[CH:9][CH:8]=1.[CH3:40][O:41][C:42]([NH:44][C@@H:45]([C:49]([CH3:52])([CH3:51])[CH3:50])[C:46](O)=[O:47])=[O:43].CCOP(ON1N=NC2C=CC=CC=2C1=O)(OCC)=O.C(N(CC)C(C)C)(C)C. (2) The reactants are [CH2:1]1[O:24][C:23]2[CH:22]=[CH:21][C:5]([CH2:6][CH2:7][C:8]3[S:9][CH:10]=[CH:11][C:12]=3[S:13](N3C=CC=C3)(=[O:15])=[O:14])=[CH:4][C:3]=2[O:2]1.[K].S(Cl)([Cl:29])(=O)=O. No catalyst specified. The product is [Cl:29][S:13]([C:12]1[CH:11]=[CH:10][S:9][C:8]=1[CH2:7][CH2:6][C:5]1[CH:21]=[CH:22][C:23]2[O:24][CH2:1][O:2][C:3]=2[CH:4]=1)(=[O:15])=[O:14]. The yield is 0.420. (3) The reactants are [CH3:1][O:2][C:3](=[O:29])[C:4]([NH:18]C(OCC1C=CC=CC=1)=O)=[CH:5][C:6]1[CH:7]=[C:8]2[C:12](=[C:13]([CH2:15][CH3:16])[CH:14]=1)[NH:11][N:10]=[C:9]2[CH3:17]. The catalyst is CO.[Pd]. The product is [CH3:1][O:2][C:3](=[O:29])[CH:4]([NH2:18])[CH2:5][C:6]1[CH:7]=[C:8]2[C:12](=[C:13]([CH2:15][CH3:16])[CH:14]=1)[NH:11][N:10]=[C:9]2[CH3:17]. The yield is 0.910. (4) The reactants are [F:1][C:2]1[CH:7]=[CH:6][C:5]([CH2:8][CH2:9][NH:10][C:11]2[S:12][CH:13]=[C:14]([C:16]3[CH:21]=[CH:20][C:19]([C:22]([F:25])([F:24])[F:23])=[CH:18][CH:17]=3)[N:15]=2)=[CH:4][CH:3]=1.[H-].[Na+].Cl[CH2:29][C:30]1[CH:49]=[CH:48][C:33]([CH2:34][O:35][C:36]2[CH:41]=[CH:40][C:39]([CH2:42][CH2:43][C:44]([O:46]C)=[O:45])=[CH:38][CH:37]=2)=[CH:32][CH:31]=1. The product is [F:1][C:2]1[CH:7]=[CH:6][C:5]([CH2:8][CH2:9][N:10]([CH2:29][C:30]2[CH:49]=[CH:48][C:33]([CH2:34][O:35][C:36]3[CH:41]=[CH:40][C:39]([CH2:42][CH2:43][C:44]([OH:46])=[O:45])=[CH:38][CH:37]=3)=[CH:32][CH:31]=2)[C:11]2[S:12][CH:13]=[C:14]([C:16]3[CH:21]=[CH:20][C:19]([C:22]([F:23])([F:25])[F:24])=[CH:18][CH:17]=3)[N:15]=2)=[CH:4][CH:3]=1. The yield is 0.170. The catalyst is CN(C)C=O.C(O)C.O1CCCC1.[OH-].[Na+].O.Cl. (5) The reactants are [NH2:1][C:2]1[C:3]([NH:12][CH2:13][CH2:14][CH2:15][OH:16])=[C:4]([CH:9]=[CH:10][CH:11]=1)[C:5]([O:7][CH3:8])=[O:6].[Cl:17][C:18]1[CH:23]=[C:22]([Cl:24])[CH:21]=[CH:20][C:19]=1[N:25]=[C:26]=[S:27]. The catalyst is O1CCCC1. The product is [Cl:17][C:18]1[CH:23]=[C:22]([Cl:24])[CH:21]=[CH:20][C:19]=1[NH:25][C:26]([NH:1][C:2]1[C:3]([NH:12][CH2:13][CH2:14][CH2:15][OH:16])=[C:4]([CH:9]=[CH:10][CH:11]=1)[C:5]([O:7][CH3:8])=[O:6])=[S:27]. The yield is 0.980. (6) The reactants are [ClH:1].Cl.CC1N=C([C:9]2[C:14]([S:15][CH:16]([C:18]3[CH:23]=[CH:22][CH:21]=[CH:20][N:19]=3)[CH3:17])=[CH:13][N:12]=[C:11]([NH2:24])[C:10]=2[O:25][C:26]2[CH:31]=[CH:30][CH:29]=[CH:28][CH:27]=2)SC=1.[CH3:32][C:33]1[N:34]=[C:35](NC2N=CC(SCCC(OC)=O)=CC=2OC2C=CC=CC=2)[S:36][CH:37]=1.CC([O-])(C)C.[K+].BrC(C1C=CC=CN=1)C. No catalyst specified. The product is [ClH:1].[CH3:32][C:33]1[N:34]=[C:35]([NH:24][C:11]2[C:10]([O:25][C:26]3[CH:31]=[CH:30][CH:29]=[CH:28][CH:27]=3)=[CH:9][C:14]([S:15][CH:16]([C:18]3[CH:23]=[CH:22][CH:21]=[CH:20][N:19]=3)[CH3:17])=[CH:13][N:12]=2)[S:36][CH:37]=1. The yield is 0.308.